This data is from Full USPTO retrosynthesis dataset with 1.9M reactions from patents (1976-2016). The task is: Predict the reactants needed to synthesize the given product. (1) Given the product [ClH:18].[F:1][C@H:2]1[CH2:6][CH2:5][NH:4][CH:3]1[C:14]([O:16][CH3:17])=[O:15], predict the reactants needed to synthesize it. The reactants are: [F:1][C@H:2]1[CH2:6][CH2:5][N:4](C(OC(C)(C)C)=O)[CH:3]1[C:14]([O:16][CH3:17])=[O:15].[ClH:18]. (2) The reactants are: [NH:1]([C:14]([O:16][C:17]([CH3:20])([CH3:19])[CH3:18])=[O:15])[C@@H:2]([C:11]([OH:13])=[O:12])[CH2:3][C:4]1[CH:9]=[CH:8][C:7]([NH2:10])=[CH:6][CH:5]=1.FC(C(O)=O)(F)F.CCN(CC)CC.[C:35](Cl)(=[O:42])[C:36]1[CH:41]=[CH:40][CH:39]=[CH:38][CH:37]=1. Given the product [C:17]([O:16][C:14]([NH:1][C@H:2]([CH2:3][C:4]1[CH:5]=[CH:6][C:7]([NH:10][C:35]([C:36]2[CH:41]=[CH:40][CH:39]=[CH:38][CH:37]=2)=[O:42])=[CH:8][CH:9]=1)[C:11]([OH:13])=[O:12])=[O:15])([CH3:20])([CH3:19])[CH3:18], predict the reactants needed to synthesize it. (3) Given the product [OH:1][C:2]1[C:3]([CH:17]([CH3:19])[CH3:18])=[CH:4][C:5]([CH2:11][CH2:12][CH2:13][C:14]([NH:63][CH2:62][C:59]2[CH:58]=[CH:57][C:56](/[N:55]=[N:54]/[C:51]3[CH:52]=[CH:53][C:48]([C:46]([O:45][CH3:44])=[O:47])=[CH:49][CH:50]=3)=[CH:61][CH:60]=2)=[O:16])=[CH:6][C:7]=1[CH:8]([CH3:9])[CH3:10], predict the reactants needed to synthesize it. The reactants are: [OH:1][C:2]1[C:7]([CH:8]([CH3:10])[CH3:9])=[CH:6][C:5]([CH2:11][CH2:12][CH2:13][C:14]([OH:16])=O)=[CH:4][C:3]=1[CH:17]([CH3:19])[CH3:18].F[P-](F)(F)(F)(F)F.N1([PH+](N2CCCC2)N2CCCC2)CCCC1.[Cl-].[CH3:44][O:45][C:46]([C:48]1[CH:53]=[CH:52][C:51]([N:54]=[N:55][C:56]2[CH:61]=[CH:60][C:59]([CH2:62][NH3+:63])=[CH:58][CH:57]=2)=[CH:50][CH:49]=1)=[O:47].C(N(CC)CC)C. (4) Given the product [CH2:1]([O:3][C:4]([C:6]1[NH:7][C:8]2[C:13]([CH:14]=1)=[CH:12][C:11]([SH:15])=[C:10]([C:18]([CH3:19])([CH3:21])[CH3:20])[CH:9]=2)=[O:5])[CH3:2], predict the reactants needed to synthesize it. The reactants are: [CH2:1]([O:3][C:4]([C:6]1[NH:7][C:8]2[C:13]([CH:14]=1)=[CH:12][C:11]([S:15]C#N)=[C:10]([C:18]([CH3:21])([CH3:20])[CH3:19])[CH:9]=2)=[O:5])[CH3:2].S.[Na].[BH4-].[Na+].CO.